Dataset: Catalyst prediction with 721,799 reactions and 888 catalyst types from USPTO. Task: Predict which catalyst facilitates the given reaction. (1) Reactant: [Br:1][C:2]1[CH:3]=[CH:4][C:5]([O:9][CH3:10])=[C:6]([CH:8]=1)[NH2:7].[C:11](O[C:11]([O:13][C:14]([CH3:17])([CH3:16])[CH3:15])=[O:12])([O:13][C:14]([CH3:17])([CH3:16])[CH3:15])=[O:12]. Product: [Br:1][C:2]1[CH:3]=[CH:4][C:5]([O:9][CH3:10])=[C:6]([NH:7][C:11](=[O:12])[O:13][C:14]([CH3:17])([CH3:16])[CH3:15])[CH:8]=1. The catalyst class is: 1. (2) Reactant: [O:1]=[C:2]([C:15]1[CH:20]=[CH:19][CH:18]=[CH:17][CH:16]=1)[CH2:3][CH:4]([C:9]1[CH:14]=[CH:13][CH:12]=[CH:11][CH:10]=1)[CH2:5][C:6]([OH:8])=[O:7].[CH3:21]C(C)=O.C(#N)C. Product: [CH3:21][O:7][C:6](=[O:8])[CH2:5][CH:4]([C:9]1[CH:10]=[CH:11][CH:12]=[CH:13][CH:14]=1)[CH2:3][C:2](=[O:1])[C:15]1[CH:20]=[CH:19][CH:18]=[CH:17][CH:16]=1. The catalyst class is: 5. (3) Reactant: C(=O)([O-])[O-].[Cs+].[Cs+].[F:7][C:8]([F:22])([F:21])[C:9]1[S:10][CH:11]=[C:12]([C:14]2[CH:19]=[CH:18][CH:17]=[CH:16][C:15]=2[OH:20])[N:13]=1.[Br:23][CH2:24][CH2:25]Br. Product: [Br:23][CH2:24][CH2:25][O:20][C:15]1[CH:16]=[CH:17][CH:18]=[CH:19][C:14]=1[C:12]1[N:13]=[C:9]([C:8]([F:7])([F:21])[F:22])[S:10][CH:11]=1. The catalyst class is: 10. (4) Reactant: [CH3:1][C:2]1[CH:3]=[CH:4][C:5]([N:8]2[C:16](=[O:17])[C:15]3[C:10](=[CH:11][CH:12]=[CH:13][CH:14]=3)[C:9]2=[O:18])=[N:6][CH:7]=1.C1C=C(Cl)C=C(C(OO)=[O:27])C=1. Product: [O:17]=[C:16]1[C:15]2[C:10](=[CH:11][CH:12]=[CH:13][CH:14]=2)[C:9](=[O:18])[N:8]1[C:5]1[CH:4]=[CH:3][C:2]([CH3:1])=[CH:7][N+:6]=1[O-:27]. The catalyst class is: 2. (5) Reactant: [CH3:1][C:2]1([CH3:10])[CH2:6][NH:5][CH:4]([C:7]([OH:9])=[O:8])[CH2:3]1.[N:11]([O-])=[O:12].[Na+]. Product: [CH3:1][C:2]1([CH3:10])[CH2:6][N:5]([N:11]=[O:12])[CH:4]([C:7]([OH:9])=[O:8])[CH2:3]1. The catalyst class is: 313.